From a dataset of Catalyst prediction with 721,799 reactions and 888 catalyst types from USPTO. Predict which catalyst facilitates the given reaction. (1) Reactant: [Cl:1]N1C(=O)CCC1=O.[S:9]1[CH:13]=[CH:12][C:11]([C:14]([OH:16])=[O:15])=[CH:10]1. Product: [Cl:1][C:13]1[S:9][CH:10]=[C:11]([C:14]([OH:16])=[O:15])[CH:12]=1. The catalyst class is: 15. (2) Reactant: [F:1][C:2]1[CH:3]=[C:4]([C@@:9]2([OH:25])[CH2:14][CH2:13][N:12]([C:15]([O:17][C:18]([CH3:21])([CH3:20])[CH3:19])=[O:16])[CH2:11][C@@H:10]2[CH:22]=[N:23][OH:24])[CH:5]=[CH:6][C:7]=1[F:8].CC1C=CC(S(NCl)(=O)=O)=CC=1.[Br:38][C:39]#[C:40][C:41]1[C:46]([CH2:47][CH2:48][NH:49][C:50](=[O:52])[CH3:51])=[CH:45][CH:44]=[CH:43][N:42]=1. Product: [C:50]([NH:49][CH2:48][CH2:47][C:46]1[C:41]([C:40]2[O:24][N:23]=[C:22]([C@@H:10]3[C@:9]([C:4]4[CH:5]=[CH:6][C:7]([F:8])=[C:2]([F:1])[CH:3]=4)([OH:25])[CH2:14][CH2:13][N:12]([C:15]([O:17][C:18]([CH3:21])([CH3:19])[CH3:20])=[O:16])[CH2:11]3)[C:39]=2[Br:38])=[N:42][CH:43]=[CH:44][CH:45]=1)(=[O:52])[CH3:51]. The catalyst class is: 5. (3) Reactant: Cl[C:2]1[N:3]=[N:4][C:5]([C:8]2[CH:13]=[CH:12][CH:11]=[CH:10][CH:9]=2)=[CH:6][CH:7]=1.[CH2:14]1[C@@H:18]2[CH2:19][NH:20][CH2:21][C@@H:17]2[CH2:16][N:15]1[C:22]([O:24][C:25]([CH3:28])([CH3:27])[CH3:26])=[O:23].C(N(C(C)C)CC)(C)C.O. Product: [C:8]1([C:5]2[N:4]=[N:3][C:2]([N:20]3[CH2:19][C@@H:18]4[CH2:14][N:15]([C:22]([O:24][C:25]([CH3:28])([CH3:27])[CH3:26])=[O:23])[CH2:16][C@@H:17]4[CH2:21]3)=[CH:7][CH:6]=2)[CH:13]=[CH:12][CH:11]=[CH:10][CH:9]=1. The catalyst class is: 16. (4) Reactant: [CH3:1][C:2]1([CH3:16])[CH2:10][CH2:9][CH2:8][C@:7]2([CH3:11])[C@H:3]1[CH2:4][CH2:5][C:6]12OCC[O:12]1.C1(C)C=CC(S(O)(=O)=O)=CC=1. Product: [CH3:1][C:2]1([CH3:16])[CH2:10][CH2:9][CH2:8][C@:7]2([CH3:11])[C@H:3]1[CH2:4][CH2:5][C:6]2=[O:12]. The catalyst class is: 21. (5) Product: [Cl:1][C:2]1[CH:3]=[C:4]([N:10]2[C:14]([CH3:15])=[C:13]([CH2:16][C:17]3[CH:22]=[CH:21][C:20]([C:23]4[O:27][C:26]([C:28]([NH:34][CH3:33])=[O:30])=[N:25][N:24]=4)=[CH:19][CH:18]=3)[C:12]([CH3:32])=[N:11]2)[CH:5]=[CH:6][C:7]=1[C:8]#[N:9]. The catalyst class is: 1. Reactant: [Cl:1][C:2]1[CH:3]=[C:4]([N:10]2[C:14]([CH3:15])=[C:13]([CH2:16][C:17]3[CH:22]=[CH:21][C:20]([C:23]4[O:27][C:26]([C:28]([O:30]C)=O)=[N:25][N:24]=4)=[CH:19][CH:18]=3)[C:12]([CH3:32])=[N:11]2)[CH:5]=[CH:6][C:7]=1[C:8]#[N:9].[CH3:33][NH2:34].C1COCC1.C1(C)C=CC=CC=1.CC(C)=O.